Regression. Given two drug SMILES strings and cell line genomic features, predict the synergy score measuring deviation from expected non-interaction effect. From a dataset of NCI-60 drug combinations with 297,098 pairs across 59 cell lines. Drug 1: C1CN1P(=S)(N2CC2)N3CC3. Drug 2: C(CC(=O)O)C(=O)CN.Cl. Cell line: SN12C. Synergy scores: CSS=11.5, Synergy_ZIP=-7.56, Synergy_Bliss=-5.31, Synergy_Loewe=-10.5, Synergy_HSA=-3.51.